The task is: Predict which catalyst facilitates the given reaction.. This data is from Catalyst prediction with 721,799 reactions and 888 catalyst types from USPTO. (1) Reactant: [CH2:1]([N:8]1[CH2:23][CH2:22][C:11]2[N:12]=[CH:13][N:14]=[C:15]([O:16][C@H:17]3[CH2:21][CH2:20][NH:19][CH2:18]3)[C:10]=2[CH2:9]1)[C:2]1[CH:7]=[CH:6][CH:5]=[CH:4][CH:3]=1.[O:24]1[CH2:29][CH2:28][CH:27]([C:30](Cl)=[O:31])[CH2:26][CH2:25]1.CCN(CC)CC. Product: [CH2:1]([N:8]1[CH2:23][CH2:22][C:11]2[N:12]=[CH:13][N:14]=[C:15]([O:16][C@H:17]3[CH2:21][CH2:20][N:19]([C:30]([CH:27]4[CH2:28][CH2:29][O:24][CH2:25][CH2:26]4)=[O:31])[CH2:18]3)[C:10]=2[CH2:9]1)[C:2]1[CH:7]=[CH:6][CH:5]=[CH:4][CH:3]=1. The catalyst class is: 2. (2) Reactant: [CH3:1][O:2][C:3]1[CH:4]=[CH:5][C:6]2[N:10]=[C:9]([S:11]([CH2:13][C:14]3[C:19]([CH3:20])=[C:18]([O:21][CH3:22])[C:17]([CH3:23])=[CH:16][N:15]=3)=[O:12])[N:8](COC(=O)[C@@H](C3C=CC=CC=3)O)[C:7]=2[CH:36]=1.[OH-].[Na+].C(OC)=O. Product: [CH3:1][O:2][C:3]1[CH:4]=[CH:5][C:6]2[NH:10][C:9]([S:11]([CH2:13][C:14]3[C:19]([CH3:20])=[C:18]([O:21][CH3:22])[C:17]([CH3:23])=[CH:16][N:15]=3)=[O:12])=[N:8][C:7]=2[CH:36]=1. The catalyst class is: 24. (3) Reactant: [CH2:1]([O:3][C:4]1[C:9]([O:10][CH3:11])=[CH:8][CH:7]=[C:6](I)[N:5]=1)[CH3:2].[Cu](C#N)[C:14]#[N:15]. Product: [CH2:1]([O:3][C:4]1[N:5]=[C:6]([C:14]#[N:15])[CH:7]=[CH:8][C:9]=1[O:10][CH3:11])[CH3:2]. The catalyst class is: 3. (4) The catalyst class is: 87. Reactant: [C:1]([O:5][C:6]([NH:8][C:9]1[O:17][C:16]2[C:11](=[N:12][CH:13]=[CH:14][CH:15]=2)[C:10]=1[C:18]([O:20]CC)=[O:19])=[O:7])([CH3:4])([CH3:3])[CH3:2].O[Li].O. Product: [C:1]([O:5][C:6]([NH:8][C:9]1[O:17][C:16]2[C:11](=[N:12][CH:13]=[CH:14][CH:15]=2)[C:10]=1[C:18]([OH:20])=[O:19])=[O:7])([CH3:4])([CH3:2])[CH3:3]. (5) Reactant: [C:1]([Li])([CH3:4])([CH3:3])[CH3:2].B(F)(F)F.CCOCC.[CH2:15]([O:17][C:18](=[O:33])[C@@H:19]1[CH2:23][CH2:22][CH:21](OC)[N:20]1[C:26]([O:28][C:29]([CH3:32])([CH3:31])[CH3:30])=[O:27])[CH3:16].N.[NH4+].[Cl-]. Product: [CH2:15]([O:17][C:18](=[O:33])[C@@H:19]1[CH2:23][CH2:22][C@@H:21]([C:1]([CH3:4])([CH3:3])[CH3:2])[N:20]1[C:26]([O:28][C:29]([CH3:30])([CH3:31])[CH3:32])=[O:27])[CH3:16]. The catalyst class is: 7. (6) Reactant: [CH2:1]([CH:3]1[CH2:16][C:15]2[S:14][C:13]3[C:8](=[CH:9][CH:10]=[C:11]([OH:17])[CH:12]=3)[C:7](=[O:18])[C:6]=2[CH2:5][CH2:4]1)[CH3:2].[CH2:19](Br)[C:20]1[CH:25]=[CH:24][CH:23]=[CH:22][CH:21]=1.C(=O)([O-])[O-].[K+].[K+].C(O)(C)C. Product: [CH2:19]([O:17][C:11]1[CH:12]=[C:13]2[C:8](=[CH:9][CH:10]=1)[C:7](=[O:18])[C:6]1[CH2:5][CH2:4][CH:3]([CH2:1][CH3:2])[CH2:16][C:15]=1[S:14]2)[C:20]1[CH:25]=[CH:24][CH:23]=[CH:22][CH:21]=1. The catalyst class is: 10.